From a dataset of Reaction yield outcomes from USPTO patents with 853,638 reactions. Predict the reaction yield, written as a fraction of the theoretical maximum amount of product (1.0 means a 100% yield; for example, 0.34 means a 34% yield). (1) The reactants are [Cl-].[Al+3].[Cl-].[Cl-].[F:5][C:6]([F:18])([F:17])[C:7]1[CH:15]=[CH:14][C:10]([C:11](Cl)=[O:12])=[C:9](F)[CH:8]=1.[F:19][C:20]1[CH:21]=[C:22]([O:26][CH3:27])[CH:23]=[CH:24][CH:25]=1. The catalyst is [N+](C1C=CC=CC=1)([O-])=O. The product is [F:19][C:20]1[CH:21]=[C:22]([O:26][CH3:27])[CH:23]=[CH:24][C:25]=1[C:11]([C:10]1[CH:14]=[CH:15][C:7]([C:6]([F:18])([F:17])[F:5])=[CH:8][CH:9]=1)=[O:12]. The yield is 0.240. (2) The reactants are [CH2:1]([OH:4])[CH2:2][OH:3].[H-].[Na+].Br[CH2:8][C:9]1[CH:14]=[CH:13][C:12]([F:15])=[CH:11][CH:10]=1.O. The catalyst is C1COCC1.[N+](CCCC)(CCCC)(CCCC)CCCC.[I-].CCOC(C)=O. The product is [F:15][C:12]1[CH:13]=[CH:14][C:9]([CH2:8][O:3][CH2:2][CH2:1][OH:4])=[CH:10][CH:11]=1. The yield is 0.480. (3) The reactants are [CH2:1]([O:3][C:4](=[O:19])[CH2:5][C:6]1[NH:11][C:10]2[CH:12]=[CH:13][C:14]([N+:16]([O-])=O)=[CH:15][C:9]=2[S:8][CH:7]=1)[CH3:2].[Sn](Cl)Cl.Cl. The catalyst is C(O)C. The product is [CH2:1]([O:3][C:4](=[O:19])[CH2:5][C:6]1[NH:11][C:10]2[CH:12]=[CH:13][C:14]([NH2:16])=[CH:15][C:9]=2[S:8][CH:7]=1)[CH3:2]. The yield is 0.460. (4) The reactants are [C:1]([O:5][C:6](=[O:25])[N:7]([CH2:9][C:10]1[CH:14]=[C:13](Br)[N:12]([S:16]([C:19]2[CH:20]=[N:21][CH:22]=[CH:23][CH:24]=2)(=[O:18])=[O:17])[CH:11]=1)[CH3:8])([CH3:4])([CH3:3])[CH3:2].[F:26][C:27]1[CH:32]=[CH:31][CH:30]=[C:29]([O:33][CH3:34])[C:28]=1B(O)O.C(=O)([O-])O.[Na+].COCCOC. The catalyst is C1C=CC([P]([Pd]([P](C2C=CC=CC=2)(C2C=CC=CC=2)C2C=CC=CC=2)([P](C2C=CC=CC=2)(C2C=CC=CC=2)C2C=CC=CC=2)[P](C2C=CC=CC=2)(C2C=CC=CC=2)C2C=CC=CC=2)(C2C=CC=CC=2)C2C=CC=CC=2)=CC=1.O. The product is [C:1]([O:5][C:6](=[O:25])[N:7]([CH2:9][C:10]1[CH:14]=[C:13]([C:28]2[C:29]([O:33][CH3:34])=[CH:30][CH:31]=[CH:32][C:27]=2[F:26])[N:12]([S:16]([C:19]2[CH:20]=[N:21][CH:22]=[CH:23][CH:24]=2)(=[O:18])=[O:17])[CH:11]=1)[CH3:8])([CH3:4])([CH3:3])[CH3:2]. The yield is 0.210. (5) The reactants are CS(C)=O.[CH2:5]([C:20]1[CH:21]=[C:22]([OH:26])[CH:23]=[CH:24][CH:25]=1)[CH2:6][CH2:7][CH2:8][CH2:9][CH2:10][CH2:11][CH2:12][CH2:13][CH2:14][CH2:15][CH2:16][CH2:17][CH2:18][CH3:19].[OH-].[K+].[CH3:29]I. The catalyst is O. The product is [CH2:5]([C:20]1[CH:21]=[C:22]([O:26][CH3:29])[CH:23]=[CH:24][CH:25]=1)[CH2:6][CH2:7][CH2:8][CH2:9][CH2:10][CH2:11][CH2:12][CH2:13][CH2:14][CH2:15][CH2:16][CH2:17][CH2:18][CH3:19]. The yield is 0.970. (6) The reactants are Cl.[C:2]1([C:8]2[S:12][C:11]3=[N:13][C:14]([NH:16][C:17]([C@@H:19]4[CH2:24][O:23][CH2:22][CH2:21][NH:20]4)=[O:18])=[CH:15][N:10]3[CH:9]=2)[CH:7]=[CH:6][CH:5]=[CH:4][CH:3]=1.[CH3:25][C:26]([O:29][C:30]([NH:32][C@@H:33]([C:40](O)=[O:41])[C:34]1[CH:39]=[CH:38][CH:37]=[CH:36][CH:35]=1)=[O:31])([CH3:28])[CH3:27].F[P-](F)(F)(F)(F)F.N1(O[P+](N(C)C)(N(C)C)N(C)C)C2C=CC=CC=2N=N1.C(N(CC)CC)C. The catalyst is ClCCl. The product is [C:26]([O:29][C:30](=[O:31])[NH:32][C@@H:33]([C:34]1[CH:35]=[CH:36][CH:37]=[CH:38][CH:39]=1)[C:40](=[O:41])[N:20]1[CH2:21][CH2:22][O:23][CH2:24][C@@H:19]1[C:17](=[O:18])[NH:16][C:14]1[N:13]=[C:11]2[N:10]([CH:15]=1)[CH:9]=[C:8]([C:2]1[CH:3]=[CH:4][CH:5]=[CH:6][CH:7]=1)[S:12]2)([CH3:28])([CH3:25])[CH3:27]. The yield is 0.0600. (7) The reactants are Br[C:2]1[CH:3]=[C:4]([CH:8]([N:12]2[CH:16]=[C:15]([C:17]3[C:18]4[CH:25]=[CH:24][N:23]([CH2:26][O:27][CH2:28][CH2:29][Si:30]([CH3:33])([CH3:32])[CH3:31])[C:19]=4[N:20]=[CH:21][N:22]=3)[CH:14]=[N:13]2)[CH2:9][C:10]#[N:11])[CH:5]=[N:6][CH:7]=1.O1CCOCC1.[C:40]1(B(O)O)[CH:45]=[CH:44][CH:43]=[CH:42][CH:41]=1.C(=O)(O)[O-].[Na+].O. The catalyst is C1C=CC([P]([Pd]([P](C2C=CC=CC=2)(C2C=CC=CC=2)C2C=CC=CC=2)([P](C2C=CC=CC=2)(C2C=CC=CC=2)C2C=CC=CC=2)[P](C2C=CC=CC=2)(C2C=CC=CC=2)C2C=CC=CC=2)(C2C=CC=CC=2)C2C=CC=CC=2)=CC=1. The product is [C:40]1([C:2]2[CH:3]=[C:4]([CH:8]([N:12]3[CH:16]=[C:15]([C:17]4[C:18]5[CH:25]=[CH:24][N:23]([CH2:26][O:27][CH2:28][CH2:29][Si:30]([CH3:33])([CH3:32])[CH3:31])[C:19]=5[N:20]=[CH:21][N:22]=4)[CH:14]=[N:13]3)[CH2:9][C:10]#[N:11])[CH:5]=[N:6][CH:7]=2)[CH:45]=[CH:44][CH:43]=[CH:42][CH:41]=1. The yield is 0.800. (8) The reactants are [Br:1][C:2]1[CH:3]=[C:4]([NH:8][C:9]2[CH:17]=[C:16]([Cl:18])[CH:15]=[CH:14][C:10]=2[C:11]([OH:13])=O)[CH:5]=[CH:6][CH:7]=1.O.[H-].[Na+].[CH3:22]OS(OC)(=O)=O. The catalyst is OS(O)(=O)=O.CN(C=O)C. The product is [Br:1][C:2]1[C:3]2[C:11](=[O:13])[C:10]3[C:9](=[CH:17][C:16]([Cl:18])=[CH:15][CH:14]=3)[N:8]([CH3:22])[C:4]=2[CH:5]=[CH:6][CH:7]=1. The yield is 0.170. (9) The reactants are Cl.[F:2][C@@H:3]1[CH2:7][CH2:6][NH:5][CH2:4]1.C(=O)([O-])[O-].[K+].[K+].Br[CH2:15][CH2:16][O:17][C:18]1[CH:19]=[N:20][C:21]2[C:26]([CH:27]=1)=[N:25][CH:24]=[CH:23][C:22]=2[Cl:28].[I-].[Na+]. The catalyst is CN(C=O)C. The product is [Cl:28][C:22]1[CH:23]=[CH:24][N:25]=[C:26]2[C:21]=1[N:20]=[CH:19][C:18]([O:17][CH2:16][CH2:15][N:5]1[CH2:6][CH2:7][C@@H:3]([F:2])[CH2:4]1)=[CH:27]2. The yield is 0.540.